This data is from Reaction yield outcomes from USPTO patents with 853,638 reactions. The task is: Predict the reaction yield, written as a fraction of the theoretical maximum amount of product (1.0 means a 100% yield; for example, 0.34 means a 34% yield). (1) The reactants are C(O)(=O)C.[CH3:5][C:6]1([CH3:21])[C:15]2[CH2:14][O:13][CH:12]=[CH:11][C:10]3=[CH:16][CH:17]([CH2:19][NH2:20])[O:18][B:8]([C:9]=23)[O:7]1.CCN(CC)CC.[CH3:29][C:30]([O:33][C:34](O[C:34]([O:33][C:30]([CH3:32])([CH3:31])[CH3:29])=[O:35])=[O:35])([CH3:32])[CH3:31]. The catalyst is C(Cl)Cl. The product is [CH3:5][C:6]1([CH3:21])[C:15]2[CH2:14][O:13][CH:12]=[CH:11][C:10]3=[CH:16][CH:17]([CH2:19][NH:20][C:34](=[O:35])[O:33][C:30]([CH3:32])([CH3:31])[CH3:29])[O:18][B:8]([C:9]=23)[O:7]1. The yield is 0.790. (2) The yield is 0.740. The product is [C:1]([O:4][C:5]1[CH:13]=[C:12]([Cl:14])[CH:11]=[CH:10][C:6]=1[C:7]([NH:15][C:16]1[CH:17]=[CH:18][C:19]([N:22]2[C:26]([C:27]([F:28])([F:29])[F:30])=[CH:25][C:24]([C:31]([F:34])([F:33])[F:32])=[N:23]2)=[CH:20][CH:21]=1)=[O:9])(=[O:3])[CH3:2]. No catalyst specified. The reactants are [C:1]([O:4][C:5]1[CH:13]=[C:12]([Cl:14])[CH:11]=[CH:10][C:6]=1[C:7]([OH:9])=O)(=[O:3])[CH3:2].[NH2:15][C:16]1[CH:21]=[CH:20][C:19]([N:22]2[C:26]([C:27]([F:30])([F:29])[F:28])=[CH:25][C:24]([C:31]([F:34])([F:33])[F:32])=[N:23]2)=[CH:18][CH:17]=1. (3) The reactants are [CH3:1][N:2]1[CH2:7][CH2:6][N:5]([C:8]2[N:13]3[CH:14]=[C:15]([CH2:17][N:18]4[C@H:31]5[C@H:22]([CH2:23][CH2:24][C:25]6[C:30]5=[N:29][CH:28]=[CH:27][CH:26]=6)[CH2:21][CH2:20][CH2:19]4)[N:16]=[C:12]3[CH:11]=[CH:10][CH:9]=2)[CH2:4][CH2:3]1.[NH:32]1[CH2:37][CH2:36][O:35][CH2:34][CH2:33]1.[C:38](O)(=O)C.C=O. The catalyst is O. The product is [CH3:1][N:2]1[CH2:3][CH2:4][N:5]([C:8]2[N:13]3[C:14]([CH2:38][N:32]4[CH2:37][CH2:36][O:35][CH2:34][CH2:33]4)=[C:15]([CH2:17][N:18]4[C@H:31]5[C@H:22]([CH2:23][CH2:24][C:25]6[C:30]5=[N:29][CH:28]=[CH:27][CH:26]=6)[CH2:21][CH2:20][CH2:19]4)[N:16]=[C:12]3[CH:11]=[CH:10][CH:9]=2)[CH2:6][CH2:7]1. The yield is 0.950. (4) The reactants are [Cl:1][C:2]1[CH:7]=[C:6]([Cl:8])[CH:5]=[CH:4][C:3]=1[C:9]1[N:10]=[C:11]([CH2:16][C:17]2[CH:22]=[CH:21][C:20]([C:23]3[CH:28]=[CH:27][C:26]([OH:29])=[CH:25][CH:24]=3)=[CH:19][CH:18]=2)[N:12]([CH2:14][CH3:15])[CH:13]=1.Br[CH2:31][C:32]([O:34]C)=[O:33]. No catalyst specified. The product is [Cl:1][C:2]1[CH:7]=[C:6]([Cl:8])[CH:5]=[CH:4][C:3]=1[C:9]1[N:10]=[C:11]([CH2:16][C:17]2[CH:22]=[CH:21][C:20]([C:23]3[CH:24]=[CH:25][C:26]([O:29][CH2:31][C:32]([OH:34])=[O:33])=[CH:27][CH:28]=3)=[CH:19][CH:18]=2)[N:12]([CH2:14][CH3:15])[CH:13]=1. The yield is 0.160. (5) The reactants are [C:1]([O:5][C:6]([NH:8][C@H:9]([CH2:16][OH:17])[CH2:10][CH2:11][C:12]([O:14][CH3:15])=[O:13])=[O:7])([CH3:4])([CH3:3])[CH3:2].[C:18]1([CH3:28])[CH:23]=[CH:22][C:21]([S:24](Cl)(=[O:26])=[O:25])=[CH:20][CH:19]=1.C(N(CC)CC)C. The catalyst is C(Cl)Cl. The product is [C:1]([O:5][C:6]([NH:8][C@H:9]([CH2:16][O:17][S:24]([C:21]1[CH:22]=[CH:23][C:18]([CH3:28])=[CH:19][CH:20]=1)(=[O:26])=[O:25])[CH2:10][CH2:11][C:12]([O:14][CH3:15])=[O:13])=[O:7])([CH3:2])([CH3:4])[CH3:3]. The yield is 0.540. (6) The product is [F:1][C:2]1[C:7]([C:8]2[CH:13]=[CH:12][CH:11]=[C:10]([CH3:14])[CH:9]=2)=[C:6]([C:15]([C@@H:23]2[O:28][CH2:27][CH2:26][N:25]([C:29]([O:31][C:32]([CH3:35])([CH3:34])[CH3:33])=[O:30])[CH2:24]2)=[CH:16][CH2:17][CH2:18][CH2:19][O:20][CH3:21])[CH:5]=[CH:4][CH:3]=1. The reactants are [F:1][C:2]1[C:7]([C:8]2[CH:13]=[CH:12][CH:11]=[C:10]([CH3:14])[CH:9]=2)=[C:6]([C@:15]([C@@H:23]2[O:28][CH2:27][CH2:26][N:25]([C:29]([O:31][C:32]([CH3:35])([CH3:34])[CH3:33])=[O:30])[CH2:24]2)(O)[CH2:16][CH2:17][CH2:18][CH2:19][O:20][CH3:21])[CH:5]=[CH:4][CH:3]=1.CC[N+](S(N=C(OC)[O-])(=O)=O)(CC)CC. The yield is 0.730. The catalyst is C1(C)C=CC=CC=1.CCOC(C)=O. (7) The product is [ClH:19].[CH3:20][C:21]1[N:26]=[C:25]([CH2:27][NH:28][S:16]([C:14]2[S:15][C:11]([C:5]3[CH:4]=[C:3]([CH2:1][CH3:2])[C:8](=[O:9])[NH:7][C:6]=3[CH3:10])=[CH:12][CH:13]=2)(=[O:18])=[O:17])[CH:24]=[N:23][CH:22]=1. The yield is 0.330. No catalyst specified. The reactants are [CH2:1]([C:3]1[C:8](=[O:9])[NH:7][C:6]([CH3:10])=[C:5]([C:11]2[S:15][C:14]([S:16]([Cl:19])(=[O:18])=[O:17])=[CH:13][CH:12]=2)[CH:4]=1)[CH3:2].[CH3:20][C:21]1[N:26]=[C:25]([CH2:27][NH2:28])[CH:24]=[N:23][CH:22]=1. (8) The reactants are C(Cl)(=O)C.[Cl:5][C:6]1[CH:26]=[CH:25][C:9]([O:10][CH2:11][C@H:12]2[CH2:17][CH2:16][CH2:15][N:14](C(OC(C)(C)C)=O)[CH2:13]2)=[CH:8][C:7]=1[C:27](=[O:45])[NH:28][C:29](=[O:44])[NH:30][C:31]1[S:32][C:33]2[CH:39]=[C:38]([S:40]([CH3:43])(=[O:42])=[O:41])[CH:37]=[CH:36][C:34]=2[N:35]=1. The catalyst is CO. The product is [Cl:5][C:6]1[CH:26]=[CH:25][C:9]([O:10][CH2:11][C@H:12]2[CH2:17][CH2:16][CH2:15][NH:14][CH2:13]2)=[CH:8][C:7]=1[C:27]([NH:28][C:29](=[O:44])[NH:30][C:31]1[S:32][C:33]2[CH:39]=[C:38]([S:40]([CH3:43])(=[O:42])=[O:41])[CH:37]=[CH:36][C:34]=2[N:35]=1)=[O:45]. The yield is 0.970. (9) The reactants are [CH:1]([N:4]1[C:12]2[CH:11]=[C:10]([O:13][CH3:14])[CH:9]=[C:8]([C:15]([OH:17])=[O:16])[C:7]=2[CH:6]=[CH:5]1)([CH3:3])[CH3:2].OS(O)(=O)=O.[CH3:23]O. No catalyst specified. The product is [CH3:23][O:16][C:15]([C:8]1[C:7]2[CH:6]=[CH:5][N:4]([CH:1]([CH3:3])[CH3:2])[C:12]=2[CH:11]=[C:10]([O:13][CH3:14])[CH:9]=1)=[O:17]. The yield is 0.324.